Predict the reactants needed to synthesize the given product. From a dataset of Full USPTO retrosynthesis dataset with 1.9M reactions from patents (1976-2016). (1) Given the product [CH3:1][C@@H:2]1[O:7][C@@H:6]([O:8][C@@H:9]2[C:14]3=[C:15]([OH:32])[C:16]4[C:28](=[O:29])[C:27]5[C:22](=[CH:23][CH:24]=[CH:25][C:26]=5[O:30][CH3:31])[C:20](=[O:21])[C:17]=4[C:18]([OH:19])=[C:13]3[CH2:12][C@@:11]([OH:37])([C:33]([CH2:35][OH:36])=[O:34])[CH2:10]2)[CH2:5][C@H:4]([NH2:38])[C@@H:3]1[OH:39], predict the reactants needed to synthesize it. The reactants are: [CH3:1][C@@H:2]1[O:7][C@@H:6]([O:8][C@@H:9]2[C:14]3=[C:15]([OH:32])[C:16]4[C:28](=[O:29])[C:27]5[C:22](=[CH:23][CH:24]=[CH:25][C:26]=5[O:30][CH3:31])[C:20](=[O:21])[C:17]=4[C:18]([OH:19])=[C:13]3[CH2:12][C@@:11]([OH:37])([C:33]([CH2:35][OH:36])=[O:34])[CH2:10]2)[CH2:5][C@H:4]([NH2:38])[C@@H:3]1[OH:39].Cl.CN(CCN(C)C)C.Cl. (2) Given the product [N+:8]([C:11]1[CH:12]=[CH:13][C:14]([O:7][C:1]2[CH:6]=[CH:5][CH:4]=[CH:3][CH:2]=2)=[N:15][CH:16]=1)([O-:10])=[O:9], predict the reactants needed to synthesize it. The reactants are: [C:1]1([OH:7])[CH:6]=[CH:5][CH:4]=[CH:3][CH:2]=1.[N+:8]([C:11]1[CH:12]=[CH:13][C:14](Cl)=[N:15][CH:16]=1)([O-:10])=[O:9].C(OCC)C. (3) Given the product [C:1]([O:5][C:6]([NH:8][C@H:9]([CH2:36][C:37]1[CH:42]=[C:41]([F:43])[C:40]([F:44])=[CH:39][C:38]=1[F:45])[CH2:10][C:11]([N:13]1[CH2:17][CH2:16][S:15][CH:14]1[C:18]([NH:20][CH2:21][C:22]1[CH:23]=[CH:24][C:25]([O:26][CH:27]([CH:31]([CH3:32])[CH3:33])[C:28]([O:30][CH2:46][O:58][C:56](=[O:57])[C:55]([CH3:60])([CH3:59])[CH3:54])=[O:29])=[CH:34][CH:35]=1)=[O:19])=[O:12])=[O:7])([CH3:3])([CH3:4])[CH3:2], predict the reactants needed to synthesize it. The reactants are: [C:1]([O:5][C:6]([NH:8][C@H:9]([CH2:36][C:37]1[CH:42]=[C:41]([F:43])[C:40]([F:44])=[CH:39][C:38]=1[F:45])[CH2:10][C:11]([N:13]1[CH2:17][CH2:16][S:15][CH:14]1[C:18]([NH:20][CH2:21][C:22]1[CH:35]=[CH:34][C:25]([O:26][CH:27]([CH:31]([CH3:33])[CH3:32])[C:28]([OH:30])=[O:29])=[CH:24][CH:23]=1)=[O:19])=[O:12])=[O:7])([CH3:4])([CH3:3])[CH3:2].[C:46]([O-])([O-])=O.[K+].[K+].IC[CH2:54][C:55]([CH3:60])([CH3:59])[C:56]([O-:58])=[O:57]. (4) Given the product [Br:1][C:2]1[C:11]2[C:6](=[CH:7][C:8]([C:12]3[O:16][C:15]([C:17]4[C:21]5[CH:22]=[CH:23][CH:24]=[CH:25][C:20]=5[O:19][C:18]=4[CH2:26][CH2:27][CH2:28][CH3:29])=[N:14][CH:13]=3)=[CH:9][CH:10]=2)[CH:5]=[CH:4][C:3]=1[O:30][CH2:31][C:32]1[NH:36][N:35]=[N:34][N:33]=1, predict the reactants needed to synthesize it. The reactants are: [Br:1][C:2]1[C:11]2[C:6](=[CH:7][C:8]([C:12]3[O:16][C:15]([C:17]4[C:21]5[CH:22]=[CH:23][CH:24]=[CH:25][C:20]=5[O:19][C:18]=4[CH2:26][CH2:27][CH2:28][CH3:29])=[N:14][CH:13]=3)=[CH:9][CH:10]=2)[CH:5]=[CH:4][C:3]=1[O:30][CH2:31][C:32]#[N:33].[N-:34]=[N+:35]=[N-:36].[Na+].[Cl-].[NH4+]. (5) The reactants are: Cl[C:2]1[N:3]=[N:4][C:5]([Cl:9])=[CH:6][C:7]=1[NH2:8].[CH2:10]([OH:15])[C:11]([F:14])([F:13])[F:12].O.[OH-].[Li+]. Given the product [Cl:9][C:5]1[N:4]=[N:3][C:2]([O:15][CH2:10][C:11]([F:14])([F:13])[F:12])=[C:7]([NH2:8])[CH:6]=1, predict the reactants needed to synthesize it. (6) Given the product [CH3:18][O:19][C:20]1[CH:25]=[CH:24][C:23]([CH2:26][CH:27]([CH3:2])[C:28]([O:30][C:31]([CH3:34])([CH3:33])[CH3:32])=[O:29])=[CH:22][CH:21]=1, predict the reactants needed to synthesize it. The reactants are: [Li+].[CH3:2]C([N-]C(C)C)C.CN1C(=O)N(C)CCC1.[CH3:18][O:19][C:20]1[CH:25]=[CH:24][C:23]([CH2:26][CH2:27][C:28]([O:30][C:31]([CH3:34])([CH3:33])[CH3:32])=[O:29])=[CH:22][CH:21]=1.CI.